This data is from Forward reaction prediction with 1.9M reactions from USPTO patents (1976-2016). The task is: Predict the product of the given reaction. (1) The product is: [N:4]([C:5]1[CH:13]=[CH:12][C:8]([C:9]([OH:11])=[O:10])=[C:7]([Cl:14])[CH:6]=1)=[C:1]=[S:3]. Given the reactants [C:1](=[S:3])=S.[NH2:4][C:5]1[CH:13]=[CH:12][C:8]([C:9]([OH:11])=[O:10])=[C:7]([Cl:14])[CH:6]=1.C(N(CC)CC)C.II.Cl.S([O-])([O-])=O.[Na+].[Na+].C(=O)([O-])O.[Na+], predict the reaction product. (2) Given the reactants [CH3:1][O:2][C:3]1[CH:8]=[C:7]([N+:9]([O-])=O)[CH:6]=[C:5]([CH2:12][O:13][CH3:14])[CH:4]=1, predict the reaction product. The product is: [CH3:1][O:2][C:3]1[CH:8]=[C:7]([CH:6]=[C:5]([CH2:12][O:13][CH3:14])[CH:4]=1)[NH2:9]. (3) Given the reactants [N:1]([C@@H:4]1[CH2:13][CH2:12]C[C:10]2[CH:9]=[C:8]([CH2:14][N:15]3[CH2:20][CH2:19][CH2:18][CH2:17][CH2:16]3)[CH:7]=[CH:6][C:5]1=2)=[N+:2]=[N-:3].N([C@H]1C2C(=CC(C=O)=CC=2)[O:27]CC1)=[N+]=[N-], predict the reaction product. The product is: [N:1]([C@H:4]1[C:5]2[C:10](=[CH:9][C:8]([CH2:14][N:15]3[CH2:20][CH2:19][CH2:18][CH2:17][CH2:16]3)=[CH:7][CH:6]=2)[O:27][CH2:12][CH2:13]1)=[N+:2]=[N-:3]. (4) The product is: [I:2][CH:4]([CH2:9][C:10]1[NH:14][CH:13]=[N:12][CH:11]=1)[C:5]([O:7][CH3:8])=[O:6]. Given the reactants [Na+].[I-:2].Br[CH:4]([CH2:9][C:10]1[NH:14][CH:13]=[N:12][CH:11]=1)[C:5]([O:7][CH3:8])=[O:6], predict the reaction product. (5) Given the reactants [NH2:1][C:2]1[CH:7]=[C:6]([CH3:8])[N:5]=[C:4]([CH3:9])[N:3]=1.[H-].[Na+].Cl[C:13]1[S:14][C:15]([C:18]#[N:19])=[CH:16][N:17]=1.Cl, predict the reaction product. The product is: [CH3:9][C:4]1[N:3]=[C:2]([NH:1][C:13]2[S:14][C:15]([C:18]#[N:19])=[CH:16][N:17]=2)[CH:7]=[C:6]([CH3:8])[N:5]=1. (6) Given the reactants [Cl:1][C:2]1[C:11]2[C:6](=[CH:7][C:8]([O:20][CH3:21])=[CH:9][C:10]=2[O:12][CH:13]2[CH2:18][CH2:17][N:16]([CH3:19])[CH2:15][CH2:14]2)[N:5]=[CH:4][N:3]=1.[N:22]1([C:29]([C:31]2[CH:37]=[CH:36][C:34]([NH2:35])=[CH:33][C:32]=2[Cl:38])=[O:30])[CH2:28][CH2:27][CH2:26][CH2:25][CH2:24][CH2:23]1, predict the reaction product. The product is: [ClH:1].[Cl:38][C:32]1[CH:33]=[C:34]([CH:36]=[CH:37][C:31]=1[C:29]([N:22]1[CH2:28][CH2:27][CH2:26][CH2:25][CH2:24][CH2:23]1)=[O:30])[NH:35][C:2]1[C:11]2[C:6](=[CH:7][C:8]([O:20][CH3:21])=[CH:9][C:10]=2[O:12][CH:13]2[CH2:18][CH2:17][N:16]([CH3:19])[CH2:15][CH2:14]2)[N:5]=[CH:4][N:3]=1. (7) Given the reactants [Cl:1][C:2]1[CH:7]=[C:6]([Cl:8])[N:5]=[C:4](I)[N:3]=1.[CH:10]([NH:13][C:14](=[O:32])[CH2:15][O:16][C:17]1[CH:22]=[CH:21][CH:20]=[C:19](B2OC(C)(C)C(C)(C)O2)[CH:18]=1)([CH3:12])[CH3:11].C([O-])([O-])=O.[Na+].[Na+], predict the reaction product. The product is: [Cl:1][C:2]1[CH:7]=[C:6]([Cl:8])[N:5]=[C:4]([C:19]2[CH:18]=[C:17]([CH:22]=[CH:21][CH:20]=2)[O:16][CH2:15][C:14]([NH:13][CH:10]([CH3:11])[CH3:12])=[O:32])[N:3]=1. (8) Given the reactants Cl[C:2]1[CH:9]=[CH:8][C:5]([C:6]#[N:7])=[CH:4][N:3]=1.Cl.[C:11]([O:15][C:16](=[O:20])[CH2:17][CH2:18][NH2:19])([CH3:14])([CH3:13])[CH3:12].CCN(C(C)C)C(C)C, predict the reaction product. The product is: [C:6]([C:5]1[CH:8]=[CH:9][C:2]([NH:19][CH2:18][CH2:17][C:16]([O:15][C:11]([CH3:14])([CH3:13])[CH3:12])=[O:20])=[N:3][CH:4]=1)#[N:7]. (9) Given the reactants [OH:1][C:2]1[CH:10]=[CH:9][C:8]([C:11]2[N:12]([C:37]([O:39][C:40]([CH3:43])([CH3:42])[CH3:41])=[O:38])[C:13]3[C:18]([CH:19]=2)=[CH:17][C:16]([CH2:20][N:21]2[CH2:26][CH2:25][N:24]([CH2:27][CH2:28][O:29][Si:30]([C:33]([CH3:36])([CH3:35])[CH3:34])([CH3:32])[CH3:31])[CH2:23][CH2:22]2)=[CH:15][CH:14]=3)=[C:7]2[C:3]=1[CH2:4][NH:5][C:6]2=[O:44].C(N(CC)CC)C.[F:52][C:53]([F:59])([F:58])[S:54](Cl)(=[O:56])=[O:55], predict the reaction product. The product is: [F:52][C:53]([F:59])([F:58])[S:54]([O:1][C:2]1[CH:10]=[CH:9][C:8]([C:11]2[N:12]([C:37]([O:39][C:40]([CH3:43])([CH3:42])[CH3:41])=[O:38])[C:13]3[C:18]([CH:19]=2)=[CH:17][C:16]([CH2:20][N:21]2[CH2:22][CH2:23][N:24]([CH2:27][CH2:28][O:29][Si:30]([C:33]([CH3:36])([CH3:34])[CH3:35])([CH3:32])[CH3:31])[CH2:25][CH2:26]2)=[CH:15][CH:14]=3)=[C:7]2[C:3]=1[CH2:4][NH:5][C:6]2=[O:44])(=[O:56])=[O:55]. (10) Given the reactants Cl.[OH:2][C@H:3]1[CH2:8][CH2:7][C@H:6]([NH:9][C:10]2[CH:18]=[C:17]([N:19]3[C:23]4=[N:24][CH:25]=[CH:26][C:27]([C:28]5[CH:29]=[C:30]6[CH:36]=[CH:35][N:34](COCC[Si](C)(C)C)[C:31]6=[N:32][CH:33]=5)=[C:22]4[C:21]([CH:45]([CH3:47])[CH3:46])=[N:20]3)[CH:16]=[CH:15][C:11]=2[C:12]([NH2:14])=[O:13])[CH2:5][CH2:4]1.[OH-].[Na+], predict the reaction product. The product is: [OH:2][C@H:3]1[CH2:4][CH2:5][C@H:6]([NH:9][C:10]2[CH:18]=[C:17]([N:19]3[C:23]4=[N:24][CH:25]=[CH:26][C:27]([C:28]5[CH:29]=[C:30]6[CH:36]=[CH:35][NH:34][C:31]6=[N:32][CH:33]=5)=[C:22]4[C:21]([CH:45]([CH3:47])[CH3:46])=[N:20]3)[CH:16]=[CH:15][C:11]=2[C:12]([NH2:14])=[O:13])[CH2:7][CH2:8]1.